Dataset: Experimentally validated miRNA-target interactions with 360,000+ pairs, plus equal number of negative samples. Task: Binary Classification. Given a miRNA mature sequence and a target amino acid sequence, predict their likelihood of interaction. (1) The miRNA is dme-miR-2a-3p with sequence UAUCACAGCCAGCUUUGAUGAGC. The protein sequence of the target gene is MGNRGMEDLIPLVNRLQDAFSAIGQNADLDLPQIAVVGGQSAGKSSVLENFVGRDFLPRGSGIVTRRPLVLQLVNSTTEYAEFLHCKGKKFTDFEEVRLEIEAETDRVTGTNKGISPVPINLRVYSPHVLNLTLVDLPGMTKVPVGDQPPDIEFQIRDMLMQFVTKENCLILAVSPANSDLANSDALKIAKEVDPQGQRTIGVITKLDLMDEGTDARDVLENKLLPLRRGYIGVVNRSQKDIDGKKDITAALAAERKFFLSHPSYRHLADRMGTPYLQKVLNQQLTNHIRDTLPGLRNKL.... Result: 0 (no interaction). (2) The protein sequence of the target gene is MATCIWLRSCGARRLGSTFPGCRLRPRAGGLVPASGPAPGPAQLRCYAGRLAGLSAALLRTDSFVGGRWLPAAATFPVQDPASGAALGMVADCGVREARAAVRAAYEAFCRWREVSAKERSSLLRKWYNLMIQNKDDLARIITAESGKPLKEAHGEILYSAFFLEWFSEEARRVYGDIIHTPAKDRRALVLKQPIGVAAVITPWNFPSAMITRKVGAALAAGCTVVVKPAEDTPFSALALAELASQAGIPSGVYNVIPCSRKNAKEVGEAICTDPLVSKISFTGSTTTGKILLHHAANSV.... Result: 1 (interaction). The miRNA is hsa-miR-6783-3p with sequence UUCCUGGGCUUCUCCUCUGUAG. (3) The miRNA is hsa-miR-195-5p with sequence UAGCAGCACAGAAAUAUUGGC. The protein sequence of the target gene is MSSMNPEYDYLFKLLLIGDSGVGKSCLLLRFADDTYTESYISTIGVDFKIRTIELDGKTIKLQIWDTAGQERFRTITSSYYRGAHGIIVVYDVTDQESFNNVKQWLQEIDRYASENVNKLLVGNKCDLTTKKVVDYTTAKEFADSLGIPFLETSAKNATNVEQSFMTMAAEIKKRMGPGATAGGAEKSNVKIQSTPVKQSGGGCC. Result: 0 (no interaction). (4) The miRNA is hsa-miR-16-5p with sequence UAGCAGCACGUAAAUAUUGGCG. The protein sequence of the target gene is MTMEKGMSSGEGLPSRSSQVSAGKITAKELETKQSYKEKRGGFVLVHAGAGYHSESKAKEYKHVCKRACQKAIEKLQAGALATDAVTAALVELEDSPFTNAGMGSNLNLLGEIECDASIMDGKSLNFGAVGALSGIKNPVSVANRLLCEGQKGKLSAGRIPPCFLVGEGAYRWAVDHGIPSCPPNIMTTRFSLAAFKRNKRKLELAERVDTDFMQLKKRRQSSEKENDSGTLDTVGAVVVDHEGNVAAAVSSGGLALKHPGRVGQAALYGCGCWAENTGAHNPYSTAVSTSGCGEHLVRT.... Result: 1 (interaction). (5) The miRNA is mmu-miR-9-5p with sequence UCUUUGGUUAUCUAGCUGUAUGA. The protein sequence of the target gene is MAKRVAEKELTDRNWDEEDEVEEMGTFSVASEEVMKNRAVKKAKRRNVGFESDSGGAFKGFKGLVVPSGGGGFSGFGGSGGKPLEGLTNGNSTDNATPFSNVKTAAEPKAAFGSFAVNGPTTLVDKKISSPKCNNSNQPPSSGPASSTACPGNAYHKQLAGLNCSVRDWIVKHVNTNPLCDLTPIFKDYERYLATIEKQLENGGGSSSESQTDRATAGMEPPSLFGSTKLQQESPFSFHGNKAEDTSEKVEFTAEKKSDAAQGATSASFSFGKKIESSALGSLSSGSLTGFSFSAGSSSL.... Result: 1 (interaction).